From a dataset of Forward reaction prediction with 1.9M reactions from USPTO patents (1976-2016). Predict the product of the given reaction. (1) Given the reactants C[O:2][C:3](=[O:37])[CH2:4][O:5][C:6]1[CH:11]=[CH:10][C:9]([O:12][CH2:13]/[CH:14]=[C:15](/[C:30]2[CH:35]=[CH:34][CH:33]=[CH:32][CH:31]=2)\[C:16]2[CH:21]=[CH:20][C:19]([C:22]#[C:23][C:24]3[CH:29]=[CH:28][CH:27]=[CH:26][N:25]=3)=[CH:18][CH:17]=2)=[CH:8][C:7]=1[CH3:36].[OH-].[Na+], predict the reaction product. The product is: [CH3:36][C:7]1[CH:8]=[C:9]([O:12][CH2:13]/[CH:14]=[C:15](/[C:30]2[CH:35]=[CH:34][CH:33]=[CH:32][CH:31]=2)\[C:16]2[CH:21]=[CH:20][C:19]([C:22]#[C:23][C:24]3[CH:29]=[CH:28][CH:27]=[CH:26][N:25]=3)=[CH:18][CH:17]=2)[CH:10]=[CH:11][C:6]=1[O:5][CH2:4][C:3]([OH:37])=[O:2]. (2) The product is: [ClH:28].[CH2:26]([C:18]1[C:17]2[C:22](=[CH:23][CH:24]=[CH:25][C:16]=2[NH:15][CH:12]2[CH2:13][CH2:14][CH:9]([NH2:8])[CH2:10][CH2:11]2)[CH:21]=[N:20][CH:19]=1)[CH3:27]. Given the reactants C(OC([NH:8][CH:9]1[CH2:14][CH2:13][CH:12]([NH:15][C:16]2[CH:25]=[CH:24][CH:23]=[C:22]3[C:17]=2[C:18]([CH2:26][CH3:27])=[CH:19][N:20]=[CH:21]3)[CH2:11][CH2:10]1)=O)(C)(C)C.[ClH:28].CO, predict the reaction product. (3) Given the reactants [NH2:1][N:2]1[C:7](=[O:8])[C:6]2[S:9][CH:10]=[CH:11][C:5]=2[C:4]([C:12]2[CH:17]=[CH:16][CH:15]=[CH:14][CH:13]=2)=[N:3]1.[F:18][C:19]1[CH:24]=[CH:23][C:22]([CH2:25][C:26](O)=[O:27])=[CH:21][CH:20]=1, predict the reaction product. The product is: [F:18][C:19]1[CH:24]=[CH:23][C:22]([CH2:25][C:26]([NH:1][N:2]2[C:7](=[O:8])[C:6]3[S:9][CH:10]=[CH:11][C:5]=3[C:4]([C:12]3[CH:17]=[CH:16][CH:15]=[CH:14][CH:13]=3)=[N:3]2)=[O:27])=[CH:21][CH:20]=1. (4) The product is: [CH3:22][O:23][N:24]([CH3:25])[C:18]([C:17]1[C:10]2[CH2:9][N:8]([C:6]([O:5][C:1]([CH3:3])([CH3:4])[CH3:2])=[O:7])[CH:13]([CH3:14])[CH2:12][C:11]=2[NH:15][N:16]=1)=[O:19]. Given the reactants [C:1]([O:5][C:6]([N:8]1[CH:13]([CH3:14])[CH2:12][C:11]2[NH:15][N:16]=[C:17]([C:18](O)=[O:19])[C:10]=2[CH2:9]1)=[O:7])([CH3:4])([CH3:3])[CH3:2].Cl.[CH3:22][O:23][NH:24][CH3:25].C(P1(=O)OP(CCC)(=O)OP(CCC)(=O)O1)CC.O, predict the reaction product. (5) Given the reactants [Br:1][C:2]1[C:3]([O:21][CH3:22])=[C:4]([S:10][C:11]2[NH:12][C:13]3[C:18]([N:19]=2)=[C:17]([NH2:20])[N:16]=[CH:15][N:14]=3)[CH:5]=[C:6]([O:8][CH3:9])[CH:7]=1.Cl[CH2:24][CH2:25][CH2:26][C:27]#[CH:28].C([O-])([O-])=O.[K+].[K+].O.CC#N, predict the reaction product. The product is: [Br:1][C:2]1[C:3]([O:21][CH3:22])=[C:4]([S:10][C:11]2[N:12]([CH2:28][CH2:27][CH2:26][C:25]#[CH:24])[C:13]3[C:18]([N:19]=2)=[C:17]([NH2:20])[N:16]=[CH:15][N:14]=3)[CH:5]=[C:6]([O:8][CH3:9])[CH:7]=1. (6) Given the reactants [Cl-:1].[Li+].[OH:3][C:4]1[CH:9]=[C:8]([CH3:10])[N:7]([CH2:11][C:12]2[CH:17]=[CH:16][C:15]([O:18][CH3:19])=[CH:14][CH:13]=2)[C:6](=[O:20])[C:5]=1I, predict the reaction product. The product is: [Cl:1][C:5]1[C:6](=[O:20])[N:7]([CH2:11][C:12]2[CH:17]=[CH:16][C:15]([O:18][CH3:19])=[CH:14][CH:13]=2)[C:8]([CH3:10])=[CH:9][C:4]=1[OH:3]. (7) Given the reactants Br[C:2]1[CH:10]=[C:9]2[C:5]([CH:6]=[N:7][N:8]2C(OC(C)(C)C)=O)=[CH:4][CH:3]=1.[CH:18]([C:20]1[CH:25]=[CH:24][C:23](B(O)O)=[CH:22][CH:21]=1)=[O:19].O1CCOCC1, predict the reaction product. The product is: [NH:8]1[C:9]2[C:5](=[CH:4][CH:3]=[C:2]([C:23]3[CH:24]=[CH:25][C:20]([CH:18]=[O:19])=[CH:21][CH:22]=3)[CH:10]=2)[CH:6]=[N:7]1. (8) The product is: [CH2:29]([S:31]([CH2:34][CH2:35][O:21][N:20]=[CH:19][C:4]1[C:3]([S:22]([CH3:24])=[O:23])=[C:2]([NH2:1])[N:6]([C:7]2[C:12]([Cl:13])=[CH:11][C:10]([C:14]([F:17])([F:16])[F:15])=[CH:9][C:8]=2[Cl:18])[N:5]=1)(=[O:33])=[O:32])[CH3:30]. Given the reactants [NH2:1][C:2]1[N:6]([C:7]2[C:12]([Cl:13])=[CH:11][C:10]([C:14]([F:17])([F:16])[F:15])=[CH:9][C:8]=2[Cl:18])[N:5]=[C:4]([CH:19]=[N:20][OH:21])[C:3]=1[S:22]([CH3:24])=[O:23].[O-]CC.[Na+].[CH:29]([S:31]([CH2:34][CH3:35])(=[O:33])=[O:32])=[CH2:30], predict the reaction product. (9) Given the reactants [CH:1]([NH2:4])([CH3:3])[CH3:2].[I:5][C:6]1[CH:16]=[CH:15][CH:14]=[C:8]2[C:9]([O:11][C:12](=[O:13])[C:7]=12)=[O:10], predict the reaction product. The product is: [I:5][C:6]1[CH:16]=[CH:15][CH:14]=[C:8]([C:9]([OH:11])=[O:10])[C:7]=1[C:12]([NH:4][CH:1]([CH3:3])[CH3:2])=[O:13]. (10) Given the reactants [NH2:1][CH2:2][C:3]([NH:5][C@H:6]([C:16]([O:18]CC)=O)[CH2:7][C:8]1[C:9]([O:14][CH3:15])=[N:10][CH:11]=[CH:12][CH:13]=1)=[O:4].C(N(CC)C(C)C)(C)C, predict the reaction product. The product is: [CH3:15][O:14][C:9]1[C:8]([CH2:7][CH:6]2[NH:5][C:3](=[O:4])[CH2:2][NH:1][C:16]2=[O:18])=[CH:13][CH:12]=[CH:11][N:10]=1.